Dataset: Full USPTO retrosynthesis dataset with 1.9M reactions from patents (1976-2016). Task: Predict the reactants needed to synthesize the given product. Given the product [Br:17][CH2:18][CH2:19][CH2:20][C:21]([CH3:28])([CH3:27])[CH2:22][OH:23], predict the reactants needed to synthesize it. The reactants are: BrCCCCC(C)(C1C=CC(C)=CC=1)CO.[Br:17][CH2:18][CH2:19][CH2:20][C:21]([CH3:28])([CH3:27])[C:22](OCC)=[O:23].[Li+].[BH4-].CO.